This data is from Forward reaction prediction with 1.9M reactions from USPTO patents (1976-2016). The task is: Predict the product of the given reaction. (1) The product is: [N:1]1[CH:6]=[CH:5][CH:4]=[C:3]([NH:7][C:8]2[S:9][CH:12]=[C:13]([C:15]3[CH:23]=[CH:22][C:18]([C:19]([OH:21])=[O:20])=[CH:17][CH:16]=3)[N:10]=2)[CH:2]=1. Given the reactants [N:1]1[CH:6]=[CH:5][CH:4]=[C:3]([NH:7][C:8]([NH2:10])=[S:9])[CH:2]=1.Br[CH2:12][C:13]([C:15]1[CH:23]=[CH:22][C:18]([C:19]([OH:21])=[O:20])=[CH:17][CH:16]=1)=O, predict the reaction product. (2) Given the reactants Br[C:2]1[CH:7]=[CH:6][C:5]([C:8]2[O:12][N:11]=[C:10]([CH3:13])[C:9]=2[NH:14][CH:15]([CH3:25])[CH2:16][CH2:17][C:18]2[CH:23]=[CH:22][CH:21]=[C:20]([Cl:24])[CH:19]=2)=[CH:4][CH:3]=1.[CH2:26]([O:28][C:29]([CH2:31][CH2:32][C:33]1[CH:38]=[CH:37][C:36](B(O)O)=[CH:35][CH:34]=1)=[O:30])[CH3:27], predict the reaction product. The product is: [CH2:26]([O:28][C:29](=[O:30])[CH2:31][CH2:32][C:33]1[CH:38]=[CH:37][C:36]([C:2]2[CH:7]=[CH:6][C:5]([C:8]3[O:12][N:11]=[C:10]([CH3:13])[C:9]=3[NH:14][CH:15]([CH3:25])[CH2:16][CH2:17][C:18]3[CH:23]=[CH:22][CH:21]=[C:20]([Cl:24])[CH:19]=3)=[CH:4][CH:3]=2)=[CH:35][CH:34]=1)[CH3:27]. (3) Given the reactants [C:1]([C:3]1[CH:12]=[C:11]([CH2:13][N:14]([C:16]([O:18][C:19]([CH3:22])([CH3:21])[CH3:20])=[O:17])[CH3:15])[CH:10]=[CH:9][C:4]=1[C:5]([O:7]C)=[O:6])#[N:2].[OH-].[Na+], predict the reaction product. The product is: [C:1]([C:3]1[CH:12]=[C:11]([CH2:13][N:14]([C:16]([O:18][C:19]([CH3:22])([CH3:21])[CH3:20])=[O:17])[CH3:15])[CH:10]=[CH:9][C:4]=1[C:5]([OH:7])=[O:6])#[N:2]. (4) Given the reactants Cl[C:2]1[N:7]=[C:6]([NH:8][C:9]2[CH:14]=[CH:13][CH:12]=[CH:11][C:10]=2[S:15]([CH:18]([CH3:20])[CH3:19])(=[O:17])=[O:16])[C:5]([Cl:21])=[CH:4][N:3]=1.[CH3:22][P:23]([C:26]1[N:27]=[C:28]([O:33][CH3:34])[C:29]([NH2:32])=[N:30][CH:31]=1)([CH3:25])=[O:24].CC1(C)C2C(=C(P(C3C=CC=CC=3)C3C=CC=CC=3)C=CC=2)OC2C(P(C3C=CC=CC=3)C3C=CC=CC=3)=CC=CC1=2.C(=O)([O-])[O-].[Cs+].[Cs+], predict the reaction product. The product is: [Cl:21][C:5]1[C:6]([NH:8][C:9]2[CH:14]=[CH:13][CH:12]=[CH:11][C:10]=2[S:15]([CH:18]([CH3:20])[CH3:19])(=[O:17])=[O:16])=[N:7][C:2]([NH:32][C:29]2[C:28]([O:33][CH3:34])=[N:27][C:26]([P:23]([CH3:22])([CH3:25])=[O:24])=[CH:31][N:30]=2)=[N:3][CH:4]=1. (5) Given the reactants [CH:1]1([NH:4][C:5]2[N:10]3[N:11]=[CH:12][C:13]([CH:14]=O)=[C:9]3[N:8]=[C:7]([N:16]3[CH2:21][CH2:20][N:19]([C:22]([O:24][C:25]([CH3:28])([CH3:27])[CH3:26])=[O:23])[CH2:18][CH2:17]3)[CH:6]=2)[CH2:3][CH2:2]1.[NH:29]1[CH2:35][C:33](=[O:34])[NH:32][C:30]1=[O:31].N1CCCCC1, predict the reaction product. The product is: [CH:1]1([NH:4][C:5]2[N:10]3[N:11]=[CH:12][C:13](/[CH:14]=[C:35]4\[NH:29][C:30](=[O:31])[NH:32][C:33]\4=[O:34])=[C:9]3[N:8]=[C:7]([N:16]3[CH2:17][CH2:18][N:19]([C:22]([O:24][C:25]([CH3:28])([CH3:27])[CH3:26])=[O:23])[CH2:20][CH2:21]3)[CH:6]=2)[CH2:2][CH2:3]1. (6) Given the reactants Cl[C:2]1[N:7]=[C:6]([C:8]#[C:9][C:10]2[CH:15]=[CH:14][CH:13]=[CH:12][C:11]=2[CH2:16][C:17]([O:19][CH3:20])=[O:18])[C:5]([CH3:21])=[CH:4][N:3]=1.[CH3:22][N:23]1[CH:27]=[C:26]([NH2:28])[CH:25]=[N:24]1.C([O-])([O-])=O.[Cs+].[Cs+].CC1(C)C2C(=C(P(C3C=CC=CC=3)C3C=CC=CC=3)C=CC=2)OC2C(P(C3C=CC=CC=3)C3C=CC=CC=3)=CC=CC1=2, predict the reaction product. The product is: [CH3:21][C:5]1[C:6]([C:8]#[C:9][C:10]2[CH:15]=[CH:14][CH:13]=[CH:12][C:11]=2[CH2:16][C:17]([O:19][CH3:20])=[O:18])=[N:7][C:2]([NH:28][C:26]2[CH:25]=[N:24][N:23]([CH3:22])[CH:27]=2)=[N:3][CH:4]=1.